This data is from Catalyst prediction with 721,799 reactions and 888 catalyst types from USPTO. The task is: Predict which catalyst facilitates the given reaction. (1) Reactant: [Br:1][C:2]1[CH:3]=[C:4]([CH:12]=[C:13](I)[CH:14]=1)[C:5]([O:7][C:8]([CH3:11])([CH3:10])[CH3:9])=[O:6].[CH3:16][N:17](C)C=O. Product: [Br:1][C:2]1[CH:3]=[C:4]([CH:12]=[C:13]([C:16]#[N:17])[CH:14]=1)[C:5]([O:7][C:8]([CH3:11])([CH3:10])[CH3:9])=[O:6]. The catalyst class is: 267. (2) Reactant: [Cl:1][C:2]1[CH:3]=[C:4]([CH2:9][C:10]([OH:12])=[O:11])[CH:5]=[CH:6][C:7]=1[OH:8].[CH3:13]O. Product: [CH3:13][O:11][C:10](=[O:12])[CH2:9][C:4]1[CH:5]=[CH:6][C:7]([OH:8])=[C:2]([Cl:1])[CH:3]=1. The catalyst class is: 65. (3) Reactant: Cl[SiH:2]1[N:6]([C:7]([CH3:10])([CH3:9])[CH3:8])[CH:5]=[CH:4][N:3]1[C:11]([CH3:14])([CH3:13])[CH3:12].[S-:15][C:16]#[N:17].[Na+]. Product: [C:11]([N:3]1[CH:4]=[CH:5][N:6]([C:7]([CH3:10])([CH3:9])[CH3:8])[SiH:2]1[N:17]=[C:16]=[S:15])([CH3:14])([CH3:13])[CH3:12]. The catalyst class is: 7. (4) Reactant: [Cl:1][C:2]1[N:10]=[CH:9][N:8]=[C:7]2[C:3]=1[N:4]=[CH:5][N:6]2[CH2:11][C:12]1[CH:17]=[CH:16][C:15]([O:18][CH3:19])=[CH:14][CH:13]=1.[Li+].[CH3:21]C([N-]C(C)C)C.IC.[NH4+].[Cl-]. Product: [Cl:1][C:2]1[N:10]=[CH:9][N:8]=[C:7]2[C:3]=1[N:4]=[C:5]([CH3:21])[N:6]2[CH2:11][C:12]1[CH:17]=[CH:16][C:15]([O:18][CH3:19])=[CH:14][CH:13]=1. The catalyst class is: 1. (5) Reactant: [C:1]([O:5][C@@H:6]([C:12]1[C:13]([CH3:34])=[N:14][C:15]([CH3:33])=[C:16]([C:26]2[CH:31]=[CH:30][C:29](O)=[CH:28][CH:27]=2)[C:17]=1[N:18]1[CH2:23][CH2:22][C:21]([CH3:25])([CH3:24])[CH2:20][CH2:19]1)[C:7]([O:9]CC)=[O:8])([CH3:4])([CH3:3])[CH3:2].[F:35][C:36]1[CH:41]=[CH:40][C:39]([F:42])=[CH:38][C:37]=1[CH2:43][CH2:44][OH:45].C1C=CC(P(C2C=CC=CC=2)C2C=CC=CC=2)=CC=1.CCOC(/N=N/C(OCC)=O)=O.[OH-].[Na+]. Product: [C:1]([O:5][C@@H:6]([C:12]1[C:13]([CH3:34])=[N:14][C:15]([CH3:33])=[C:16]([C:26]2[CH:27]=[CH:28][C:29]([O:45][CH2:44][CH2:43][C:37]3[CH:38]=[C:39]([F:42])[CH:40]=[CH:41][C:36]=3[F:35])=[CH:30][CH:31]=2)[C:17]=1[N:18]1[CH2:19][CH2:20][C:21]([CH3:25])([CH3:24])[CH2:22][CH2:23]1)[C:7]([OH:9])=[O:8])([CH3:4])([CH3:2])[CH3:3]. The catalyst class is: 36. (6) Reactant: Cl.[CH3:2][O:3][C:4](=[O:29])[C@H:5]([CH2:7][C:8]1[CH:13]=[CH:12][C:11]([C:14]2[C:15](=[O:28])[N:16]([CH2:21][C:22]3[CH:27]=[CH:26][CH:25]=[CH:24][CH:23]=3)[CH:17]=[C:18]([Cl:20])[CH:19]=2)=[CH:10][CH:9]=1)[NH2:6].[Cl:30][C:31]1[CH:39]=[CH:38][CH:37]=[C:36]([CH3:40])[C:32]=1[C:33](O)=[O:34].CCN(C(C)C)C(C)C.CN(C(ON1N=NC2C=CC=CC1=2)=[N+](C)C)C.F[P-](F)(F)(F)(F)F. Product: [CH3:2][O:3][C:4](=[O:29])[C@H:5]([CH2:7][C:8]1[CH:9]=[CH:10][C:11]([C:14]2[C:15](=[O:28])[N:16]([CH2:21][C:22]3[CH:27]=[CH:26][CH:25]=[CH:24][CH:23]=3)[CH:17]=[C:18]([Cl:20])[CH:19]=2)=[CH:12][CH:13]=1)[NH:6][C:33]([C:32]1[C:36]([CH3:40])=[CH:37][CH:38]=[CH:39][C:31]=1[Cl:30])=[O:34]. The catalyst class is: 3.